Dataset: Reaction yield outcomes from USPTO patents with 853,638 reactions. Task: Predict the reaction yield, written as a fraction of the theoretical maximum amount of product (1.0 means a 100% yield; for example, 0.34 means a 34% yield). (1) The reactants are C(OC([N:8]1[CH2:12][CH2:11][CH2:10][CH:9]1[C:13]1[NH:14][C:15]([C:18]2[CH:31]=[CH:30][C:29]3[C:28]4[C:23](=[CH:24][C:25]([Br:32])=[CH:26][CH:27]=4)[CH2:22][CH2:21][C:20]=3[CH:19]=2)=[CH:16][N:17]=1)=O)(C)(C)C.Cl.[CH3:34][O:35][C:36]([NH:38][CH:39]([CH:43]([CH3:45])[CH3:44])[C:40](O)=[O:41])=[O:37].CN(C(ON1N=NC2C=CC=NC1=2)=[N+](C)C)C.F[P-](F)(F)(F)(F)F.C(N(CC)C(C)C)(C)C. The catalyst is CO.O1CCOCC1.CCOCC. The product is [CH3:34][O:35][C:36](=[O:37])[NH:38][CH:39]([C:40]([N:8]1[CH2:12][CH2:11][CH2:10][CH:9]1[C:13]1[NH:14][C:15]([C:18]2[CH:31]=[CH:30][C:29]3[C:28]4[C:23](=[CH:24][C:25]([Br:32])=[CH:26][CH:27]=4)[CH2:22][CH2:21][C:20]=3[CH:19]=2)=[CH:16][N:17]=1)=[O:41])[CH:43]([CH3:45])[CH3:44]. The yield is 0.950. (2) The reactants are S(=O)(=O)(O)O.[NH2:6][C@H:7]([CH2:11][C:12]1[CH:17]=[CH:16][C:15]([O:18][CH3:19])=[CH:14][CH:13]=1)[C:8]([OH:10])=[O:9].[OH-].[Na+].[CH3:22]O. No catalyst specified. The product is [NH2:6][C@H:7]([CH2:11][C:12]1[CH:13]=[CH:14][C:15]([O:18][CH3:19])=[CH:16][CH:17]=1)[C:8]([O:10][CH3:22])=[O:9]. The yield is 0.920. (3) The reactants are [Si:1]([O:8][CH2:9][C:10]1[CH:16]=[CH:15][C:13]([NH2:14])=[C:12]([O:17][CH3:18])[CH:11]=1)([C:4]([CH3:7])([CH3:6])[CH3:5])([CH3:3])[CH3:2].[CH3:19][C:20]([O:23][C:24](O[C:24]([O:23][C:20]([CH3:22])([CH3:21])[CH3:19])=[O:25])=[O:25])([CH3:22])[CH3:21].C([O-])(O)=O.[Na+]. The catalyst is C1COCC1.O. The product is [Si:1]([O:8][CH2:9][C:10]1[CH:16]=[CH:15][C:13]([NH:14][C:24](=[O:25])[O:23][C:20]([CH3:22])([CH3:21])[CH3:19])=[C:12]([O:17][CH3:18])[CH:11]=1)([C:4]([CH3:7])([CH3:6])[CH3:5])([CH3:2])[CH3:3]. The yield is 0.980. (4) The reactants are [CH3:1][O:2][C:3]1[C:4]([N+:10]([O-:12])=[O:11])=[C:5](N)[CH:6]=[CH:7][CH:8]=1.N([O-])=O.[Na+].C([O-])(O)=O.[Na+].[BrH:22]. The catalyst is O. The product is [Br:22][C:5]1[CH:6]=[CH:7][CH:8]=[C:3]([O:2][CH3:1])[C:4]=1[N+:10]([O-:12])=[O:11]. The yield is 0.970. (5) The product is [F:1][C:2]1[C:3]([NH:16][C:17]2[CH:36]=[CH:35][C:20]([CH2:21][OH:22])=[CH:19][CH:18]=2)=[C:4]([CH:5]=[CH:6][C:7]=1[F:8])[C:9]([NH:11][O:12][CH2:13][CH2:14][OH:15])=[O:10]. The catalyst is C1COCC1.O. The yield is 0.370. The reactants are [F:1][C:2]1[C:7]([F:8])=[CH:6][CH:5]=[C:4]([C:9]([NH:11][O:12][CH2:13][CH2:14][OH:15])=[O:10])[C:3]=1[NH:16][C:17]1[CH:36]=[CH:35][C:20]([C:21](OC2C(F)=C(F)C(F)=C(F)C=2F)=[O:22])=[CH:19][CH:18]=1.[BH4-].[Na+].Cl. (6) The reactants are C=O.[Cl:3][C:4]1[CH:36]=[CH:35][C:7]([O:8][C:9]2[C:18]([C:19]3[CH:20]=[N:21][N:22]([CH:24]4[CH2:29][CH2:28][NH:27][CH2:26][CH2:25]4)[CH:23]=3)=[CH:17][CH:16]=[C:15]3[C:10]=2[CH2:11][CH2:12][C@H:13]([CH3:34])[N:14]3[C:30]([O:32][CH3:33])=[O:31])=[C:6]([C:37]#[N:38])[CH:5]=1.[C:39](O[BH-](OC(=O)C)OC(=O)C)(=O)C.[Na+]. The catalyst is CO. The product is [Cl:3][C:4]1[CH:36]=[CH:35][C:7]([O:8][C:9]2[C:18]([C:19]3[CH:20]=[N:21][N:22]([CH:24]4[CH2:29][CH2:28][N:27]([CH3:39])[CH2:26][CH2:25]4)[CH:23]=3)=[CH:17][CH:16]=[C:15]3[C:10]=2[CH2:11][CH2:12][C@H:13]([CH3:34])[N:14]3[C:30]([O:32][CH3:33])=[O:31])=[C:6]([C:37]#[N:38])[CH:5]=1. The yield is 0.920. (7) The reactants are [Br:1][C:2]1[CH:7]=[CH:6][CH:5]=[CH:4][C:3]=1I.[CH3:9][C:10]1[CH:15]=[C:14]([CH3:16])[CH:13]=[CH:12][C:11]=1[SH:17].C([N:25]1[CH2:30][CH2:29][NH:28][CH2:27][CH2:26]1)(OC(C)(C)C)=O. The catalyst is C1(C)C=CC=CC=1.C1C=CC(P(C2C(C3C(P(C4C=CC=CC=4)C4C=CC=CC=4)=CC=C4C=3C=CC=C4)=C3C(C=CC=C3)=CC=2)C2C=CC=CC=2)=CC=1. The product is [BrH:1].[CH3:9][C:10]1[CH:15]=[C:14]([CH3:16])[CH:13]=[CH:12][C:11]=1[S:17][C:2]1[CH:7]=[CH:6][CH:5]=[CH:4][C:3]=1[N:25]1[CH2:30][CH2:29][NH:28][CH2:27][CH2:26]1. The yield is 0.360.